The task is: Binary Classification. Given a T-cell receptor sequence (or CDR3 region) and an epitope sequence, predict whether binding occurs between them.. This data is from TCR-epitope binding with 47,182 pairs between 192 epitopes and 23,139 TCRs. Result: 1 (the TCR binds to the epitope). The epitope is EEHVQIHTI. The TCR CDR3 sequence is CAISELKVDPTSSSNTGELFF.